This data is from Reaction yield outcomes from USPTO patents with 853,638 reactions. The task is: Predict the reaction yield, written as a fraction of the theoretical maximum amount of product (1.0 means a 100% yield; for example, 0.34 means a 34% yield). (1) The reactants are [CH2:1]([O:3][C:4](=[O:17])[C:5]([O:8][C:9]1[CH:14]=[CH:13][C:12]([OH:15])=[CH:11][C:10]=1[CH3:16])([CH3:7])[CH3:6])[CH3:2].C([O-])([O-])=O.[Cs+].[Cs+].[CH3:24][C:25]1[O:29][C:28]([C:30]2[CH:35]=[CH:34][CH:33]=[CH:32][CH:31]=2)=[N:27][C:26]=1[CH2:36][CH2:37]OS(C1C=CC(C)=CC=1)(=O)=O. The catalyst is CN(C=O)C. The product is [CH2:1]([O:3][C:4](=[O:17])[C:5]([CH3:6])([O:8][C:9]1[CH:14]=[CH:13][C:12]([O:15][CH2:37][CH2:36][C:26]2[N:27]=[C:28]([C:30]3[CH:35]=[CH:34][CH:33]=[CH:32][CH:31]=3)[O:29][C:25]=2[CH3:24])=[CH:11][C:10]=1[CH3:16])[CH3:7])[CH3:2]. The yield is 0.730. (2) The reactants are Cl.Cl.[NH2:3][CH:4]([C:7]1[CH:8]=[N:9][CH:10]=[CH:11][CH:12]=1)[CH2:5][OH:6].C([O-])([O-])=O.[K+].[K+].[Br:19][C:20]1[CH:21]=[C:22]([CH:27]=[CH:28][C:29]=1[CH2:30]Br)[C:23]([O:25][CH3:26])=[O:24]. The catalyst is CC#N. The product is [Br:19][C:20]1[CH:21]=[C:22]([CH:27]=[CH:28][C:29]=1[CH2:30][NH:3][CH:4]([C:7]1[CH:8]=[N:9][CH:10]=[CH:11][CH:12]=1)[CH2:5][OH:6])[C:23]([O:25][CH3:26])=[O:24]. The yield is 0.430. (3) The reactants are [N-:1]=[N+:2]=[N-:3].[Na+].[C:5]([O:9][C:10]([N:12]1[CH2:16][C@H:15](OS(C)(=O)=O)[CH2:14][C@@H:13]1[CH2:22][C:23]1[C:31]2[C:26](=[CH:27][CH:28]=[CH:29][CH:30]=2)[NH:25][C:24]=1[CH3:32])=[O:11])([CH3:8])([CH3:7])[CH3:6]. The catalyst is CN(C)C=O. The product is [C:5]([O:9][C:10]([N:12]1[CH2:16][C@@H:15]([N:1]=[N+:2]=[N-:3])[CH2:14][C@@H:13]1[CH2:22][C:23]1[C:31]2[C:26](=[CH:27][CH:28]=[CH:29][CH:30]=2)[NH:25][C:24]=1[CH3:32])=[O:11])([CH3:8])([CH3:7])[CH3:6]. The yield is 0.560. (4) The yield is 0.630. The catalyst is C1C=CC(P(C2C=CC=CC=2)[C-]2C=CC=C2)=CC=1.C1C=CC(P(C2C=CC=CC=2)[C-]2C=CC=C2)=CC=1.Cl[Pd]Cl.[Fe+2].O1CCOCC1.O. The product is [Cl:22][C:23]1[CH:24]=[C:25]([C:2]2[CH:3]=[CH:4][C:5]3[N:12]4[CH2:13][C@H:8]([CH2:9][CH2:10][CH2:11]4)[N:7]([C:14]([O:16][C:17]([CH3:20])([CH3:18])[CH3:19])=[O:15])[C:6]=3[N:21]=2)[CH:26]=[N:27][CH:28]=1. The reactants are Cl[C:2]1[CH:3]=[CH:4][C:5]2[N:12]3[CH2:13][C@H:8]([CH2:9][CH2:10][CH2:11]3)[N:7]([C:14]([O:16][C:17]([CH3:20])([CH3:19])[CH3:18])=[O:15])[C:6]=2[N:21]=1.[Cl:22][C:23]1[CH:24]=[C:25](B(O)O)[CH:26]=[N:27][CH:28]=1.C([O-])([O-])=O.[Cs+].[Cs+]. (5) The yield is 0.520. The catalyst is C1(C)C=CC=CC=1. The product is [CH3:1][N:2]1[C:3]2[CH:7]=[C:6]([C:8]3[CH:9]=[CH:10][N:11]=[CH:12][CH:13]=3)[S:5][C:4]=2[C:14](=[O:15])[NH:16][C:21]21[CH2:22][CH2:23][CH2:18][CH2:28]2. The reactants are [CH3:1][NH:2][C:3]1[CH:7]=[C:6]([C:8]2[CH:13]=[CH:12][N:11]=[CH:10][CH:9]=2)[S:5][C:4]=1[C:14]([NH2:16])=[O:15].O.[C:18]1([CH3:28])[CH:23]=[CH:22][C:21](S(O)(=O)=O)=CC=1.C1(=O)CCCC1.